This data is from Reaction yield outcomes from USPTO patents with 853,638 reactions. The task is: Predict the reaction yield, written as a fraction of the theoretical maximum amount of product (1.0 means a 100% yield; for example, 0.34 means a 34% yield). The reactants are C(OC([C@H:8]1[NH:13][C:12]([CH3:17])([C:14]([OH:16])=O)[CH2:11][C:10](=[O:18])[N:9]1[CH3:19])=O)(C)(C)C.C[N:21](C(ON1N=NC2C=CC=CC1=2)=[N+](C)C)C.[B-](F)(F)(F)F.C1C=CC2N(O)N=NC=2C=1.CCN(C(C)C)C(C)C.O[N:62]=[C:63]([NH2:74])[C:64]1[CH:69]=[CH:68][CH:67]=[C:66]([C:70]([F:73])([F:72])[F:71])[CH:65]=1.CCCC[N+](CCCC)(CCCC)CCCC.[F-]. The catalyst is CN(C=O)C.CCOC(C)=O. The product is [NH:21]=[C:8]1[N:9]([CH3:19])[C:10](=[O:18])[CH2:11][C@@:12]([CH3:17])([C:14]2[O:16][N:74]=[C:63]([C:64]3[CH:69]=[CH:68][CH:67]=[C:66]([C:70]([F:73])([F:72])[F:71])[CH:65]=3)[N:62]=2)[NH:13]1. The yield is 0.260.